This data is from NCI-60 drug combinations with 297,098 pairs across 59 cell lines. The task is: Regression. Given two drug SMILES strings and cell line genomic features, predict the synergy score measuring deviation from expected non-interaction effect. (1) Cell line: 786-0. Drug 2: CC1C(C(CC(O1)OC2CC(CC3=C2C(=C4C(=C3O)C(=O)C5=C(C4=O)C(=CC=C5)OC)O)(C(=O)CO)O)N)O.Cl. Synergy scores: CSS=43.0, Synergy_ZIP=-2.44, Synergy_Bliss=2.25, Synergy_Loewe=-1.04, Synergy_HSA=4.18. Drug 1: CS(=O)(=O)CCNCC1=CC=C(O1)C2=CC3=C(C=C2)N=CN=C3NC4=CC(=C(C=C4)OCC5=CC(=CC=C5)F)Cl. (2) Drug 1: C1=NC2=C(N=C(N=C2N1C3C(C(C(O3)CO)O)O)F)N. Drug 2: C1CCC(C(C1)N)N.C(=O)(C(=O)[O-])[O-].[Pt+4]. Cell line: SNB-19. Synergy scores: CSS=28.2, Synergy_ZIP=-8.09, Synergy_Bliss=3.06, Synergy_Loewe=0.652, Synergy_HSA=4.93.